Dataset: Reaction yield outcomes from USPTO patents with 853,638 reactions. Task: Predict the reaction yield, written as a fraction of the theoretical maximum amount of product (1.0 means a 100% yield; for example, 0.34 means a 34% yield). (1) The reactants are [C:1]([C:3]1[C:11]2[C:6](=[CH:7][C:8]([O:12][CH3:13])=[CH:9][CH:10]=2)[N:5]([CH2:14][CH3:15])[C:4]=1[C:16]1[CH:21]=[CH:20][C:19]([NH:22][S:23]([CH2:26][CH2:27][CH2:28]Cl)(=[O:25])=[O:24])=[CH:18][CH:17]=1)#[N:2].C([O-])([O-])=O.[K+].[K+]. The product is [O:24]=[S:23]1(=[O:25])[CH2:26][CH2:27][CH2:28][N:22]1[C:19]1[CH:20]=[CH:21][C:16]([C:4]2[N:5]([CH2:14][CH3:15])[C:6]3[C:11]([C:3]=2[C:1]#[N:2])=[CH:10][CH:9]=[C:8]([O:12][CH3:13])[CH:7]=3)=[CH:17][CH:18]=1. The catalyst is CN(C=O)C.O. The yield is 0.680. (2) The reactants are [Cl:1][C:2]1[N:3]=[C:4](Cl)[C:5]2[CH:10]=[CH:9][N:8]([CH2:11][O:12][CH2:13][CH2:14][Si:15]([CH3:18])([CH3:17])[CH3:16])[C:6]=2[N:7]=1.[OH-:20].[K+]. The catalyst is O1CCCC1. The product is [Cl:1][C:2]1[NH:3][C:4](=[O:20])[C:5]2[CH:10]=[CH:9][N:8]([CH2:11][O:12][CH2:13][CH2:14][Si:15]([CH3:18])([CH3:17])[CH3:16])[C:6]=2[N:7]=1. The yield is 0.169. (3) The reactants are [Cl:1][C:2]1[N:3]=[C:4](Cl)[C:5]2[CH2:10][CH2:9][CH:8]([C:11]3[CH:16]=[C:15]([F:17])[CH:14]=[C:13]([F:18])[CH:12]=3)[C:6]=2[N:7]=1.[CH3:20][NH2:21]. The catalyst is CO. The product is [Cl:1][C:2]1[N:3]=[C:4]([NH:21][CH3:20])[C:5]2[CH2:10][CH2:9][CH:8]([C:11]3[CH:16]=[C:15]([F:17])[CH:14]=[C:13]([F:18])[CH:12]=3)[C:6]=2[N:7]=1. The yield is 0.305. (4) The reactants are [CH3:1][O:2][C:3]1[N:8]=[CH:7][C:6]([N:9]2[C:13]([C:14]3[CH:19]=[CH:18][CH:17]=[CH:16][N:15]=3)=[CH:12][C:11]([C:20]([OH:22])=O)=[N:10]2)=[CH:5][CH:4]=1.[CH:23]1([CH2:29][NH2:30])[CH2:28][CH2:27][CH2:26][CH2:25][CH2:24]1. No catalyst specified. The product is [CH:23]1([CH2:29][NH:30][C:20]([C:11]2[CH:12]=[C:13]([C:14]3[CH:19]=[CH:18][CH:17]=[CH:16][N:15]=3)[N:9]([C:6]3[CH:7]=[N:8][C:3]([O:2][CH3:1])=[CH:4][CH:5]=3)[N:10]=2)=[O:22])[CH2:28][CH2:27][CH2:26][CH2:25][CH2:24]1. The yield is 0.480. (5) The reactants are C1CO[C:8]2[CH:7]=[CH:6][C:5]([NH:11][C:12]3[C:17]([F:18])=[CH:16][N:15]=[C:14]([NH:19][C:20]4[CH:25]=[CH:24][CH:23]=[C:22](O)C=4)[N:13]=3)=[CH:4][C:3]=2[O:2]1.ClC1N=C(NC2C=CC=[C:37]([OH:41])[CH:36]=2)C(F)=CN=1.CC1OC(C)=CC=1CN. No catalyst specified. The product is [CH3:36][C:37]1[O:41][C:23]([CH3:22])=[CH:24][C:25]=1[CH2:20][NH:19][C:14]1[N:13]=[C:12]([NH:11][C:5]2[CH:6]=[CH:7][CH:8]=[C:3]([OH:2])[CH:4]=2)[C:17]([F:18])=[CH:16][N:15]=1. The yield is 0.590. (6) The product is [CH3:1][CH2:2][NH:3][C:4]([C@H:6]1[N:10]([C:11]([C@@H:13]([NH:21][C:22]([C@@H:24]([NH:29][C:30]([C@H:32]([NH:37][C:38]([C@@H:40]([NH:49][C:50]([C@@H:52]([NH:55][C:56]([C@@H:58]([NH:69][C:70]([C@@H:72]([NH:79][C:80]([C@H:82]2[NH:87][C:85](=[O:86])[CH2:84][CH2:83]2)=[O:81])[CH2:73][C:74]2[N:78]=[CH:77][NH:76][CH:75]=2)=[O:71])[CH2:59][C:60]2[C:64]3[CH:65]=[CH:66][CH:67]=[CH:68][C:63]=3[NH:62][CH:61]=2)=[O:57])[CH2:53][OH:54])=[O:51])[CH2:41][C:42]2[CH:47]=[CH:46][C:45]([OH:48])=[CH:44][CH:43]=2)=[O:39])[CH2:33][CH:34]([CH3:36])[CH3:35])=[O:31])[CH2:25][CH:26]([CH3:28])[CH3:27])=[O:23])[CH2:14][CH2:15][CH2:16][NH:17][C:18]([NH2:20])=[NH:19])=[O:12])[CH2:9][CH2:8][CH2:7]1)=[O:5].[CH3:89][C:90]([OH:92])=[O:91]. The catalyst is O.C(#N)C. The yield is 0.535. The reactants are [CH3:1][CH2:2][NH:3][C:4]([C@H:6]1[N:10]([C:11]([C@@H:13]([NH:21][C:22]([C@@H:24]([NH:29][C:30]([C@H:32]([NH:37][C:38]([C@@H:40]([NH:49][C:50]([C@@H:52]([NH:55][C:56]([C@@H:58]([NH:69][C:70]([C@@H:72]([NH:79][C:80]([C@H:82]2[NH:87][C:85](=[O:86])[CH2:84][CH2:83]2)=[O:81])[CH2:73][C:74]2[N:78]=[CH:77][NH:76][CH:75]=2)=[O:71])[CH2:59][C:60]2[C:64]3[CH:65]=[CH:66][CH:67]=[CH:68][C:63]=3[NH:62][CH:61]=2)=[O:57])[CH2:53][OH:54])=[O:51])[CH2:41][C:42]2[CH:43]=[CH:44][C:45]([OH:48])=[CH:46][CH:47]=2)=[O:39])[CH2:33][CH:34]([CH3:36])[CH3:35])=[O:31])[CH2:25][CH:26]([CH3:28])[CH3:27])=[O:23])[CH2:14][CH2:15][CH2:16][NH:17][C:18]([NH2:20])=[NH:19])=[O:12])[CH2:9][CH2:8][CH2:7]1)=[O:5].F[C:89](F)(F)[C:90]([O-:92])=[O:91].CCNC([C@H]1N(C([C@@H](NC([C@@H](NC([C@H](NC([C@@H](NC([C@@H](NC([C@@H](NC([C@@H](NC([C@H]2NC(=O)CC2)=O)CC2N=CNC=2)=O)CC2C3C=CC=CC=3NC=2)=O)CO)=O)CC2C=CC(O)=CC=2)=O)CC(C)C)=O)CC(C)C)=O)CCCNC(N)=N)=O)CCC1)=O. (7) The product is [F:20][C:21]1[N:26]=[CH:25][C:24]([CH2:27][N:28]2[C:36]3[C:31](=[CH:32][C:33]([NH:37][C:9]4[C:8]5[C:13](=[CH:14][CH:15]=[CH:16][C:7]=5[O:6][C@H:4]([CH3:5])[C:3]([N:2]([CH3:19])[CH3:1])=[O:18])[N:12]=[CH:11][N:10]=4)=[CH:34][CH:35]=3)[CH:30]=[N:29]2)=[CH:23][CH:22]=1. The reactants are [CH3:1][N:2]([CH3:19])[C:3](=[O:18])[C@H:4]([O:6][C:7]1[CH:16]=[CH:15][CH:14]=[C:13]2[C:8]=1[C:9](=O)[NH:10][CH:11]=[N:12]2)[CH3:5].[F:20][C:21]1[N:26]=[CH:25][C:24]([CH2:27][N:28]2[C:36]3[C:31](=[CH:32][C:33]([NH2:37])=[CH:34][CH:35]=3)[CH:30]=[N:29]2)=[CH:23][CH:22]=1. The yield is 0.600. No catalyst specified. (8) The reactants are C(=O)(OC(C)(C)C)[O:2][C:3]1[N:7]([C:8]2[CH:13]=[CH:12][CH:11]=[CH:10][N:9]=2)[N:6]=[C:5]([C:14]2[CH:19]=[CH:18][C:17]([C:20]3[CH:28]=[CH:27][C:23]4[O:24][CH2:25][O:26][C:22]=4[CH:21]=3)=[CH:16][CH:15]=2)[CH:4]=1.C(=O)(OC(C)(C)C)OC1N(C2C=CC=CN=2)N=C(C2C=CC(C3C=CC=CC=3)=CC=2)C=1. No catalyst specified. The product is [O:24]1[C:23]2[CH:27]=[CH:28][C:20]([C:17]3[CH:16]=[CH:15][C:14]([C:5]4[CH:4]=[C:3]([OH:2])[N:7]([C:8]5[CH:13]=[CH:12][CH:11]=[CH:10][N:9]=5)[N:6]=4)=[CH:19][CH:18]=3)=[CH:21][C:22]=2[O:26][CH2:25]1. The yield is 0.700. (9) The yield is 0.970. The reactants are Cl.[C@H:2]12[CH2:8][C@H:5]([NH:6][CH2:7]1)[CH2:4][N:3]2[C:9]1[C:18]2[C:13](=[CH:14][CH:15]=[CH:16][CH:17]=2)[C:12]([C:19]#[N:20])=[CH:11][CH:10]=1.C(N(CC)C(C)C)(C)C.[CH3:30][O:31][CH2:32][C:33](Cl)=[O:34].O. The product is [CH3:30][O:31][CH2:32][C:33]([N:6]1[CH2:7][C@@H:2]2[CH2:8][C@H:5]1[CH2:4][N:3]2[C:9]1[C:18]2[C:13](=[CH:14][CH:15]=[CH:16][CH:17]=2)[C:12]([C:19]#[N:20])=[CH:11][CH:10]=1)=[O:34]. The catalyst is ClCCl. (10) The reactants are [CH2:1]([OH:8])[C:2]1[CH:7]=[CH:6][CH:5]=[CH:4][CH:3]=1.[H-].[Na+].[NH2:11][C:12]1[CH:17]=[N:16][CH:15]=[C:14](Cl)[N:13]=1. The catalyst is O1CCOCC1.C(OCC)(=O)C. The product is [NH2:11][C:12]1[CH:17]=[N:16][CH:15]=[C:14]([O:8][CH2:1][C:2]2[CH:7]=[CH:6][CH:5]=[CH:4][CH:3]=2)[N:13]=1. The yield is 0.330.